This data is from Forward reaction prediction with 1.9M reactions from USPTO patents (1976-2016). The task is: Predict the product of the given reaction. (1) The product is: [CH:27]1([CH2:26][C@@H:9]([NH:8][C:6](=[O:7])[O:5][C:1]([CH3:3])([CH3:2])[CH3:4])[CH:10]([OH:25])[C:11]([NH:13][NH2:14])=[O:12])[CH2:28][CH2:29][CH2:30][CH2:31][CH2:32]1. Given the reactants [C:1]([O:5][C:6]([NH:8][C@H:9]([CH2:26][CH:27]1[CH2:32][CH2:31][CH2:30][CH2:29][CH2:28]1)[CH:10]([OH:25])[C:11]([NH:13][NH:14]C(OCC1C=CC=CC=1)=O)=[O:12])=[O:7])([CH3:4])([CH3:3])[CH3:2], predict the reaction product. (2) Given the reactants [C:1]([C:3]1[C:4]([N:18]2[CH2:23][CH2:22][CH:21]([C:24]([OH:26])=O)[CH2:20][CH2:19]2)=[N:5][C:6]([C:14]([F:17])([F:16])[F:15])=[C:7]([C:9]([O:11][CH2:12][CH3:13])=[O:10])[CH:8]=1)#[N:2].[CH3:27][C:28]1[CH:29]=[C:30]([CH2:34][S:35]([NH2:38])(=[O:37])=[O:36])[CH:31]=[CH:32][CH:33]=1, predict the reaction product. The product is: [C:1]([C:3]1[C:4]([N:18]2[CH2:19][CH2:20][CH:21]([C:24]([NH:38][S:35]([CH2:34][C:30]3[CH:31]=[CH:32][CH:33]=[C:28]([CH3:27])[CH:29]=3)(=[O:36])=[O:37])=[O:26])[CH2:22][CH2:23]2)=[N:5][C:6]([C:14]([F:17])([F:15])[F:16])=[C:7]([CH:8]=1)[C:9]([O:11][CH2:12][CH3:13])=[O:10])#[N:2]. (3) Given the reactants [NH2:1][C:2]1[CH:3]=[N:4][CH:5]=[CH:6][C:7]=1[N:8]1[CH2:13][CH2:12][CH2:11][C@H:10]([NH:14][C:15](=[O:21])[O:16][C:17]([CH3:20])([CH3:19])[CH3:18])[CH2:9]1.[Br:22][C:23]1[N:28]=[C:27]([C:29](O)=[O:30])[C:26]([F:32])=[CH:25][CH:24]=1, predict the reaction product. The product is: [Br:22][C:23]1[N:28]=[C:27]([C:29]([NH:1][C:2]2[CH:3]=[N:4][CH:5]=[CH:6][C:7]=2[N:8]2[CH2:13][CH2:12][CH2:11][C@H:10]([NH:14][C:15](=[O:21])[O:16][C:17]([CH3:18])([CH3:20])[CH3:19])[CH2:9]2)=[O:30])[C:26]([F:32])=[CH:25][CH:24]=1. (4) Given the reactants [CH3:1][CH:2]1[CH2:7][C:6](=[O:8])[CH:5]=[C:4]([C:9]2[CH:14]=[CH:13][N:12]=[CH:11][C:10]=2[N+:15]([O-:17])=[O:16])[CH2:3]1.Cl[Si:19]([CH3:22])([CH3:21])[CH3:20].C[Si](C)(C)[N-][Si](C)(C)C.[Li+], predict the reaction product. The product is: [CH3:1][CH:2]1[CH2:3][C:4]([C:9]2[CH:14]=[CH:13][N:12]=[CH:11][C:10]=2[N+:15]([O-:17])=[O:16])=[CH:5][C:6]([O:8][Si:19]([CH3:22])([CH3:21])[CH3:20])=[CH:7]1. (5) Given the reactants [CH3:1][S:2][C:3]1[NH:11][C:6]2=[N:7][CH:8]=[CH:9][CH:10]=[C:5]2[N:4]=1.Br[CH2:13][CH2:14][O:15][CH3:16].O, predict the reaction product. The product is: [CH3:16][O:15][CH2:14][CH2:13][N:11]1[C:6]2=[N:7][CH:8]=[CH:9][CH:10]=[C:5]2[N:4]=[C:3]1[S:2][CH3:1]. (6) Given the reactants [Cl:1][C:2]1[N:6]([CH3:7])[N:5]=[CH:4][C:3]=1[C:8](Cl)=[O:9].[C:11]([C:15]1[CH:21]=[CH:20][C:18]([NH2:19])=[CH:17][CH:16]=1)([CH3:14])([CH3:13])[CH3:12], predict the reaction product. The product is: [C:11]([C:15]1[CH:16]=[CH:17][C:18]([NH:19][C:8]([C:3]2[CH:4]=[N:5][N:6]([CH3:7])[C:2]=2[Cl:1])=[O:9])=[CH:20][CH:21]=1)([CH3:14])([CH3:12])[CH3:13].